Dataset: Catalyst prediction with 721,799 reactions and 888 catalyst types from USPTO. Task: Predict which catalyst facilitates the given reaction. Reactant: C([O:3][C:4]([C:6]1[C:7](=[O:24])[N:8]([CH2:17][C:18]2[CH:23]=[CH:22][CH:21]=[CH:20][N:19]=2)[C:9]2[C:14]([C:15]=1[OH:16])=[CH:13][CH:12]=[CH:11][CH:10]=2)=O)C.[NH2:25][C:26]1[CH:31]=[CH:30][CH:29]=[CH:28][C:27]=1[S:32]([NH2:35])(=[O:34])=[O:33]. Product: [S:32]([C:27]1[CH:28]=[CH:29][CH:30]=[CH:31][C:26]=1[NH:25][C:4]([C:6]1[C:7](=[O:24])[N:8]([CH2:17][C:18]2[CH:23]=[CH:22][CH:21]=[CH:20][N:19]=2)[C:9]2[C:14]([C:15]=1[OH:16])=[CH:13][CH:12]=[CH:11][CH:10]=2)=[O:3])(=[O:33])(=[O:34])[NH2:35]. The catalyst class is: 11.